The task is: Predict the reactants needed to synthesize the given product.. This data is from Full USPTO retrosynthesis dataset with 1.9M reactions from patents (1976-2016). (1) Given the product [CH3:1][C:2]1([CH3:25])[CH2:11][CH2:10][C:9]([CH3:12])([CH3:13])[C:8]2[CH:7]=[C:6]([C:14]3[N:15]=[C:16]([N:19]4[CH2:23][CH2:22][C@H:21]([NH:24][CH2:34][CH2:33][CH2:32][OH:31])[CH2:20]4)[S:17][CH:18]=3)[CH:5]=[CH:4][C:3]1=2, predict the reactants needed to synthesize it. The reactants are: [CH3:1][C:2]1([CH3:25])[CH2:11][CH2:10][C:9]([CH3:13])([CH3:12])[C:8]2[CH:7]=[C:6]([C:14]3[N:15]=[C:16]([N:19]4[CH2:23][CH2:22][C@H:21]([NH2:24])[CH2:20]4)[S:17][CH:18]=3)[CH:5]=[CH:4][C:3]1=2.C([Si](C)(C)[O:31][CH2:32][CH2:33][CH:34]=O)(C)(C)C.CCCC[N+](CCCC)(CCCC)CCCC.[F-].C1COCC1. (2) Given the product [CH2:38]([O:37][C:35]([C@@H:34]([NH:40][C@@H:41]([CH3:42])[C:43]([N:23]1[C@@H:24]2[C@@H:29]([CH2:28][CH2:27][CH2:26][CH2:25]2)[CH2:30][C@H:22]1[C:20]([O:19][CH2:12][C:13]1[CH:14]=[CH:15][CH:16]=[CH:17][CH:18]=1)=[O:21])=[O:44])[CH2:33][CH2:32][CH3:31])=[O:36])[CH3:39], predict the reactants needed to synthesize it. The reactants are: C1(C)C=CC(S(O)(=O)=O)=CC=1.[CH2:12]([O:19][C:20]([C@@H:22]1[CH2:30][C@H:29]2[C@H:24]([CH2:25][CH2:26][CH2:27][CH2:28]2)[NH:23]1)=[O:21])[C:13]1[CH:18]=[CH:17][CH:16]=[CH:15][CH:14]=1.[CH3:31][CH2:32][CH2:33][C@H:34]([NH:40][C@H:41]([C:43](O)=[O:44])[CH3:42])[C:35]([O:37][CH2:38][CH3:39])=[O:36].ON1C2C=CC=CC=2N=N1.C1(N=C=NC2CCCCC2)CCCCC1. (3) Given the product [N+:15]([C:13]1[CH:12]=[CH:11][C:3]2[N:4]=[C:5]([C:6]#[N:7])[S:9][C:2]=2[CH:14]=1)([O-:17])=[O:16], predict the reactants needed to synthesize it. The reactants are: Br[C:2]1[CH:14]=[C:13]([N+:15]([O-:17])=[O:16])[CH:12]=[CH:11][C:3]=1/[N:4]=[C:5]1/[C:6](Cl)=[N:7]S[S:9]/1. (4) Given the product [F:1][CH:2]([F:35])[O:3][C:4]1[CH:5]=[C:6]([CH:14]([N:19]2[C:20](=[O:34])[C:21]3[C:26](=[CH:25][CH:24]=[CH:23][C:22]=3[NH:28][C:29]([CH:31]3[CH2:33][CH2:32]3)=[O:30])[CH2:27]2)[CH2:15][C:16](=[O:18])[NH:48][OH:49])[CH:7]=[CH:8][C:9]=1[O:10][CH:11]([F:13])[F:12], predict the reactants needed to synthesize it. The reactants are: [F:1][CH:2]([F:35])[O:3][C:4]1[CH:5]=[C:6]([CH:14]([N:19]2[CH2:27][C:26]3[C:21](=[C:22]([NH:28][C:29]([CH:31]4[CH2:33][CH2:32]4)=[O:30])[CH:23]=[CH:24][CH:25]=3)[C:20]2=[O:34])[CH2:15][C:16]([OH:18])=O)[CH:7]=[CH:8][C:9]=1[O:10][CH:11]([F:13])[F:12].C(N1C=CN=C1)(N1C=CN=C1)=O.[NH2:48][OH:49].O. (5) Given the product [CH3:1][N:13]1[C:14]2[C:19](=[CH:18][CH:17]=[CH:16][CH:15]=2)[CH:20]=[C:12]1[C:6]1[CH:11]=[CH:10][CH:9]=[CH:8][CH:7]=1, predict the reactants needed to synthesize it. The reactants are: [CH2:1]1COCC1.[C:6]1([C:12]2[NH:13][C:14]3[C:19]([CH:20]=2)=[CH:18][CH:17]=[CH:16][CH:15]=3)[CH:11]=[CH:10][CH:9]=[CH:8][CH:7]=1.[H-].[Na+].CI. (6) Given the product [CH3:10][O:11][C:12]1[CH:13]=[C:14]([CH2:5][C@H:2]([NH2:7])[CH3:3])[CH:15]=[CH:16][C:17]=1[O:18][CH3:19], predict the reactants needed to synthesize it. The reactants are: C(O)[C:2]([NH2:7])([CH2:5]O)[CH2:3]O.Cl.[CH3:10][O:11][C:12]1[CH:13]=[C:14](CC(=O)C)[CH:15]=[CH:16][C:17]=1[O:18][CH3:19].C1([C@H](N)C)C=CC=CC=1. (7) Given the product [CH3:46][C:34]1[N:33]([CH2:32][C:29]2[CH:30]=[CH:31][C:26]([C:21]3[C:20]([C:18]([OH:19])=[O:17])=[CH:25][CH:24]=[CH:23][CH:22]=3)=[CH:27][CH:28]=2)[C:41]2[C:36]([C:35]=1[CH3:45])=[CH:37][C:38]([C:42](=[O:43])[NH:8][CH2:7][C:6]1[CH:9]=[CH:10][C:3]([C:2]([F:11])([F:12])[F:1])=[CH:4][CH:5]=1)=[CH:39][CH:40]=2, predict the reactants needed to synthesize it. The reactants are: [F:1][C:2]([F:12])([F:11])[C:3]1[CH:10]=[CH:9][C:6]([CH2:7][NH2:8])=[CH:5][CH:4]=1.C([O:17][C:18]([C:20]1[CH:25]=[CH:24][CH:23]=[CH:22][C:21]=1[C:26]1[CH:31]=[CH:30][C:29]([CH2:32][N:33]2[C:41]3[C:36](=[CH:37][C:38]([C:42](O)=[O:43])=[CH:39][CH:40]=3)[C:35]([CH3:45])=[C:34]2[CH3:46])=[CH:28][CH:27]=1)=[O:19])(C)(C)C.